From a dataset of Peptide-MHC class I binding affinity with 185,985 pairs from IEDB/IMGT. Regression. Given a peptide amino acid sequence and an MHC pseudo amino acid sequence, predict their binding affinity value. This is MHC class I binding data. The peptide sequence is YSQVNPLTL. The MHC is HLA-A01:01 with pseudo-sequence HLA-A01:01. The binding affinity (normalized) is 0.360.